This data is from Full USPTO retrosynthesis dataset with 1.9M reactions from patents (1976-2016). The task is: Predict the reactants needed to synthesize the given product. (1) Given the product [CH:1]([N:14]1[CH2:19][CH2:18][N:17]([CH2:20][CH:21]2[O:25][C:24](=[O:26])[N:23]([CH:27]3[CH2:31][CH2:30][CH2:29][CH2:28]3)[CH2:22]2)[CH2:16][CH2:15]1)([C:8]1[CH:13]=[CH:12][CH:11]=[CH:10][CH:9]=1)[C:2]1[CH:7]=[CH:6][CH:5]=[CH:4][CH:3]=1, predict the reactants needed to synthesize it. The reactants are: [CH:1]([N:14]1[CH2:19][CH2:18][N:17]([CH2:20][CH:21]2[O:25][C:24](=[O:26])[N:23]([CH2:27][C:28]3C=C[C:31](F)=[CH:30][CH:29]=3)[CH2:22]2)[CH2:16][CH2:15]1)([C:8]1[CH:13]=[CH:12][CH:11]=[CH:10][CH:9]=1)[C:2]1[CH:7]=[CH:6][CH:5]=[CH:4][CH:3]=1.CC1C=CC(S(OC[C@@H]2OC(=O)N(C3CCCC3)C2)(=O)=O)=CC=1.CC1C=CC(S(OCC2OC(=O)N(CC3C=CC(F)=CC=3)C2)(=O)=O)=CC=1. (2) Given the product [C:1]1([CH:7]([C:11]2[CH:16]=[CH:15][CH:14]=[CH:13][CH:12]=2)[CH2:8][CH2:9][N:31]2[CH2:32][CH2:33][CH:28]([C:24]3[CH:23]=[C:22]([NH:21][C:19](=[O:20])[CH:18]([CH3:17])[CH3:34])[CH:27]=[CH:26][CH:25]=3)[CH2:29][CH2:30]2)[CH:6]=[CH:5][CH:4]=[CH:3][CH:2]=1, predict the reactants needed to synthesize it. The reactants are: [C:1]1([CH:7]([C:11]2[CH:16]=[CH:15][CH:14]=[CH:13][CH:12]=2)[CH2:8][CH2:9]O)[CH:6]=[CH:5][CH:4]=[CH:3][CH:2]=1.[CH3:17][CH:18]([CH3:34])[C:19]([NH:21][C:22]1[CH:27]=[CH:26][CH:25]=[C:24]([CH:28]2[CH2:33][CH2:32][NH:31][CH2:30][CH2:29]2)[CH:23]=1)=[O:20].